From a dataset of Peptide-MHC class II binding affinity with 134,281 pairs from IEDB. Regression. Given a peptide amino acid sequence and an MHC pseudo amino acid sequence, predict their binding affinity value. This is MHC class II binding data. The peptide sequence is YAQMWLLLYFHRRDLRLM. The MHC is DRB5_0101 with pseudo-sequence DRB5_0101. The binding affinity (normalized) is 0.208.